Dataset: Catalyst prediction with 721,799 reactions and 888 catalyst types from USPTO. Task: Predict which catalyst facilitates the given reaction. (1) Reactant: [CH3:1][O:2][CH2:3][O:4][C:5]1[CH:6]=[CH:7][C:8]([CH2:11][C:12]([CH3:15])([CH3:14])[CH3:13])=[N:9][CH:10]=1.C([Li])(C)(C)C.[CH:21](=[O:23])[CH3:22]. Product: [CH3:1][O:2][CH2:3][O:4][C:5]1[C:6]([CH:21]([OH:23])[CH3:22])=[CH:7][C:8]([CH2:11][C:12]([CH3:15])([CH3:14])[CH3:13])=[N:9][CH:10]=1. The catalyst class is: 1. (2) Reactant: [N+:1]([C:4]1[CH:5]=[C:6]2[C:10](=[CH:11][CH:12]=1)[NH:9][CH:8]=[CH:7]2)([O-:3])=[O:2].[K].CC(C)([O-])C.Cl[C:20]1[N:21]=[N:22][C:23]([Cl:28])=[CH:24][C:25]=1[C:26]#[N:27].O. Product: [Cl:28][C:23]1[N:22]=[N:21][C:20]([N:9]2[C:10]3[C:6](=[CH:5][C:4]([N+:1]([O-:3])=[O:2])=[CH:12][CH:11]=3)[CH:7]=[CH:8]2)=[C:25]([C:26]#[N:27])[CH:24]=1. The catalyst class is: 435. (3) Reactant: [C:1]1([C:7]2[N:8]=[C:9]([NH2:24])[C:10]3[CH:15]=[C:14]([CH:16]=[CH:17][C:18]4[CH:23]=[CH:22][CH:21]=[CH:20][CH:19]=4)[S:13][C:11]=3[N:12]=2)[CH:6]=[CH:5][CH:4]=[CH:3][CH:2]=1. Product: [CH2:16]([C:14]1[S:13][C:11]2[N:12]=[C:7]([C:1]3[CH:6]=[CH:5][CH:4]=[CH:3][CH:2]=3)[N:8]=[C:9]([NH2:24])[C:10]=2[CH:15]=1)[CH2:17][C:18]1[CH:19]=[CH:20][CH:21]=[CH:22][CH:23]=1. The catalyst class is: 256. (4) Reactant: [CH3:1][O:2][C:3](=[O:28])[C:4]1[CH:9]=[C:8]([NH2:10])[C:7]([NH:11][CH:12]2[CH2:18][CH:17]3[N:19]([CH2:20][C:21]4[CH:26]=[CH:25][CH:24]=[CH:23][CH:22]=4)[CH:14]([CH2:15][CH2:16]3)[CH2:13]2)=[CH:6][C:5]=1[F:27].C1N=CN([C:34](N2C=NC=C2)=[O:35])C=1. Product: [CH3:1][O:2][C:3]([C:4]1[C:5]([F:27])=[CH:6][C:7]2[N:11]([CH:12]3[CH2:13][CH:14]4[N:19]([CH2:20][C:21]5[CH:22]=[CH:23][CH:24]=[CH:25][CH:26]=5)[CH:17]([CH2:16][CH2:15]4)[CH2:18]3)[C:34](=[O:35])[NH:10][C:8]=2[CH:9]=1)=[O:28]. The catalyst class is: 76.